This data is from Catalyst prediction with 721,799 reactions and 888 catalyst types from USPTO. The task is: Predict which catalyst facilitates the given reaction. (1) Reactant: [CH2:1]([O:3][C:4]([C:6]12[CH2:13][CH2:12][C:9]([NH:14][CH2:15][C:16]3[CH:21]=[CH:20][CH:19]=[CH:18][CH:17]=3)([CH2:10][CH2:11]1)[CH2:8][CH:7]2[OH:22])=[O:5])[CH3:2].C1(C)C=CC=CC=1.C(N(CC)CC)C.[CH3:37][S:38](Cl)(=[O:40])=[O:39]. Product: [CH2:1]([O:3][C:4]([C:6]12[CH2:13][CH2:12][C:9]([NH:14][CH2:15][C:16]3[CH:17]=[CH:18][CH:19]=[CH:20][CH:21]=3)([CH2:10][CH2:11]1)[CH2:8][CH:7]2[O:22][S:38]([CH3:37])(=[O:40])=[O:39])=[O:5])[CH3:2]. The catalyst class is: 7. (2) Reactant: [Cl:1][C:2]1[CH:3]=[N:4][CH:5]=[C:6]([Cl:32])[C:7]=1[NH:8][C:9](=[O:31])[C:10]([C:12]1[C:20]2[C:15](=[CH:16][CH:17]=[C:18]([O:21]C)[CH:19]=2)[N:14]([CH2:23][C:24]2[CH:29]=[CH:28][C:27]([F:30])=[CH:26][CH:25]=2)[CH:13]=1)=[O:11].B(Br)(Br)Br.C(=O)([O-])O.[Na+]. Product: [Cl:1][C:2]1[CH:3]=[N:4][CH:5]=[C:6]([Cl:32])[C:7]=1[NH:8][C:9](=[O:31])[C:10]([C:12]1[C:20]2[C:15](=[CH:16][CH:17]=[C:18]([OH:21])[CH:19]=2)[N:14]([CH2:23][C:24]2[CH:29]=[CH:28][C:27]([F:30])=[CH:26][CH:25]=2)[CH:13]=1)=[O:11]. The catalyst class is: 4. (3) Reactant: C(O)[C:2]1[CH:7]=[CH:6]C=CC=1.[CH:9]1[CH:10]=[CH:11][NH+:12]=[CH:13][CH:14]=1.[O-:15][Cr](Cl)(=O)=O.C([O:22][CH2:23]C)C. Product: [NH2:12][C@H:11]([C:23]([OH:22])=[O:15])[CH2:10][C:9]1[CH:6]=[CH:7][CH:2]=[CH:13][CH:14]=1. The catalyst class is: 2.